This data is from Aqueous solubility values for 9,982 compounds from the AqSolDB database. The task is: Regression/Classification. Given a drug SMILES string, predict its absorption, distribution, metabolism, or excretion properties. Task type varies by dataset: regression for continuous measurements (e.g., permeability, clearance, half-life) or binary classification for categorical outcomes (e.g., BBB penetration, CYP inhibition). For this dataset (solubility_aqsoldb), we predict Y. (1) The drug is CC(=O)O.CCCCCCCCCCCCN=C(N)N. The Y is -2.66 log mol/L. (2) The compound is Clc1ccc(Cl)c(-c2c(Cl)ccc(Cl)c2Cl)c1. The Y is -7.19 log mol/L. (3) The compound is CCC(C)C(=O)N(C)c1ccccc1. The Y is -1.58 log mol/L. (4) The drug is CCC(=O)OCn1cnc2c1c(=O)n(C)c(=O)n2C. The Y is -2.30 log mol/L. (5) The compound is Cc1ccc(C(=O)OOC(=O)c2ccc(C)cc2)cc1. The Y is -6.80 log mol/L. (6) The Y is -5.97 log mol/L. The molecule is CCOC(=O)C(C)Oc1ccc(Oc2cnc3cc(Cl)ccc3n2)cc1. (7) The compound is O=P(N1CCOCC1)(N1CCOCC1)N1CCOCC1. The Y is 0.298 log mol/L. (8) The compound is ClC(Cl)c1ccccc1. The Y is -2.81 log mol/L.